From a dataset of Full USPTO retrosynthesis dataset with 1.9M reactions from patents (1976-2016). Predict the reactants needed to synthesize the given product. (1) The reactants are: [CH:1]1([NH:6][C:7]2[C:12]([CH3:13])=[C:11]([CH3:14])[N:10]=[C:9]([NH:15][CH2:16][C:17]3[CH:22]=[CH:21][CH:20]=[CH:19][N:18]=3)[N:8]=2)CC[CH2:3][CH2:2]1.[O:23]1C=CC(N)=[N:24]1. Given the product [CH3:13][C:12]1[C:7]([NH:6][C:1]2[CH:2]=[CH:3][O:23][N:24]=2)=[N:8][C:9]([NH:15][CH2:16][C:17]2[CH:22]=[CH:21][CH:20]=[CH:19][N:18]=2)=[N:10][C:11]=1[CH3:14], predict the reactants needed to synthesize it. (2) Given the product [Br:19][C:16]1[CH:17]=[CH:18][C:13]([NH:12][C:6]2[NH:7][C:8](=[O:11])[CH:9]=[CH:10][C:5]=2[C:3]([OH:4])=[O:2])=[C:14]([F:20])[CH:15]=1, predict the reactants needed to synthesize it. The reactants are: C[O:2][C:3]([C:5]1[CH:10]=[CH:9][C:8](=[O:11])[NH:7][C:6]=1[NH:12][C:13]1[CH:18]=[CH:17][C:16]([Br:19])=[CH:15][C:14]=1[F:20])=[O:4].[OH-].[Na+].Cl. (3) Given the product [C:1]([O:5][C:6]([C@@H:8]([CH2:13][C:16]1[S:20][C:19]([Si:21]([CH:25]([CH3:27])[CH3:26])([CH:28]([CH3:30])[CH3:29])[CH:22]([CH3:23])[CH3:24])=[N:18][CH:17]=1)[C:9]([O:11][CH3:12])=[O:10])=[O:7])([CH3:4])([CH3:3])[CH3:2], predict the reactants needed to synthesize it. The reactants are: [C:1]([O:5][C:6]([C@H:8]([CH2:13]I)[C:9]([O:11][CH3:12])=[O:10])=[O:7])([CH3:4])([CH3:3])[CH3:2].Br[C:16]1[S:20][C:19]([Si:21]([CH:28]([CH3:30])[CH3:29])([CH:25]([CH3:27])[CH3:26])[CH:22]([CH3:24])[CH3:23])=[N:18][CH:17]=1.